Task: Binary Classification. Given a drug SMILES string, predict its activity (active/inactive) in a high-throughput screening assay against a specified biological target.. Dataset: HIV replication inhibition screening data with 41,000+ compounds from the AIDS Antiviral Screen (1) The compound is CC(=O)c1sc2c(c1OC(=O)c1ccco1)c(=O)n(-c1ccccc1)c(=S)n2-c1ccccc1. The result is 0 (inactive). (2) The drug is O=[N+]([O-])c1cccc(C(O)C(=NO)c2nc3ccc(Cl)cc3nc2O)c1. The result is 0 (inactive). (3) The molecule is COc1cc2c(c(O)c1OC)C(O)C1CCC(=O)N1C2c1ccc2c(c1)OCO2. The result is 0 (inactive). (4) The drug is O=CC(O)C(O)C(O)C(O)COC(=O)NCCCCC(=O)C(F)(F)C(F)(F)C(F)(F)C(F)(F)C(F)(F)C(F)(F)C(F)(F)F. The result is 0 (inactive). (5) The molecule is CCOC(=O)C1C(c2ccc(OC)cc2)C(C(=O)OCC)C(O)(C(F)(F)F)OC1(O)C(F)(F)F. The result is 0 (inactive). (6) The drug is COC(=O)C12CCC(C(=O)OC)(Cc3c(c4ccccc4n3S(=O)(=O)c3ccccc3)C1)C2=O. The result is 0 (inactive).